Dataset: Forward reaction prediction with 1.9M reactions from USPTO patents (1976-2016). Task: Predict the product of the given reaction. (1) Given the reactants C(OC([N:8]1[CH:17]([C:18](=[O:52])[NH:19][CH:20]([C:45]2[CH:50]=[CH:49][C:48](Cl)=CC=2)[C:21]([N:23]2[CH2:28][CH2:27][CH:26]([C:29]3[C:38]4[CH2:37][CH:36]([N:39]5[CH2:44][CH2:43][O:42][CH2:41][CH2:40]5)[CH2:35][CH2:34][C:33]=4[CH:32]=[CH:31][CH:30]=3)[CH2:25][CH2:24]2)=[O:22])[CH2:16][C:15]2[C:10](=[CH:11][CH:12]=[CH:13][CH:14]=2)[CH2:9]1)=O)(C)(C)C.[C:53](O)([C:55](F)(F)F)=O.[CH2:60]([Cl:62])Cl, predict the reaction product. The product is: [Cl:62][C:60]1[CH:48]=[CH:49][C:50]([CH2:45][CH:20]([NH:19][C:18]([CH:17]2[CH2:16][C:15]3[C:10](=[CH:11][CH:12]=[CH:13][CH:14]=3)[CH2:9][NH:8]2)=[O:52])[C:21]([N:23]2[CH2:24][CH2:25][CH:26]([C:29]3[C:38]4[CH2:37][CH:36]([N:39]5[CH2:44][CH2:43][O:42][CH2:41][CH2:40]5)[CH2:35][CH2:34][C:33]=4[CH:32]=[CH:31][CH:30]=3)[CH2:27][CH2:28]2)=[O:22])=[CH:55][CH:53]=1. (2) The product is: [CH2:18]([O:17][C:15](=[O:16])[C@@H:14]([CH3:20])[N:5]([CH2:6][CH2:7][Cl:8])[CH2:4][CH2:3][Cl:2])[CH3:19]. Given the reactants Cl.[Cl:2][CH2:3][CH2:4][NH:5][CH2:6][CH2:7][Cl:8].CS(O[C@@H:14]([CH3:20])[C:15]([O:17][CH2:18][CH3:19])=[O:16])(=O)=O.FC(F)(F)S([O-])(=O)=O, predict the reaction product. (3) Given the reactants [C:1]([O:5][C:6]([N:8]1[CH2:12][C@@H:11]([NH:13][C:14]2[C:23]3[C:18](=[CH:19][CH:20]=[CH:21][CH:22]=3)[N:17]=[C:16]([C:24]3[CH:29]=[CH:28][CH:27]=[CH:26][C:25]=3[O:30][CH3:31])[N:15]=2)[CH2:10][C@@H:9]1[C:32]([OH:34])=O)=[O:7])([CH3:4])([CH3:3])[CH3:2].Cl.[CH3:36][NH:37][CH3:38].[B-](F)(F)(F)F.CN(C(ON1N=NC2C1=CC=CC=2)=[N+](C)C)C.C(N(CC)CC)C, predict the reaction product. The product is: [CH3:36][N:37]([CH3:38])[C:32]([C@H:9]1[CH2:10][C@H:11]([NH:13][C:14]2[C:23]3[C:18](=[CH:19][CH:20]=[CH:21][CH:22]=3)[N:17]=[C:16]([C:24]3[CH:29]=[CH:28][CH:27]=[CH:26][C:25]=3[O:30][CH3:31])[N:15]=2)[CH2:12][N:8]1[C:6]([O:5][C:1]([CH3:4])([CH3:3])[CH3:2])=[O:7])=[O:34]. (4) Given the reactants [C:1]([C:4]1[CH:13]=[CH:12][C:7]([C:8]([O:10][CH3:11])=[O:9])=[CH:6][CH:5]=1)(=[O:3])[CH3:2].[Br:14]Br.CO.O, predict the reaction product. The product is: [Br:14][CH2:2][C:1]([C:4]1[CH:13]=[CH:12][C:7]([C:8]([O:10][CH3:11])=[O:9])=[CH:6][CH:5]=1)=[O:3]. (5) The product is: [C:1]1([C:19]2[CH:20]=[CH:21][CH:22]=[CH:23][CH:24]=2)[CH:6]=[CH:5][C:4]([O:7][C:8]2[CH:13]=[N:12][CH:11]=[C:10]3[S:14][C:15]([C:17]([NH:26][OH:27])=[NH:18])=[CH:16][C:9]=23)=[CH:3][CH:2]=1. Given the reactants [C:1]1([C:19]2[CH:24]=[CH:23][CH:22]=[CH:21][CH:20]=2)[CH:6]=[CH:5][C:4]([O:7][C:8]2[CH:13]=[N:12][CH:11]=[C:10]3[S:14][C:15]([C:17]#[N:18])=[CH:16][C:9]=23)=[CH:3][CH:2]=1.Cl.[NH2:26][OH:27].CCN(C(C)C)C(C)C, predict the reaction product. (6) Given the reactants [OH:1][CH2:2][C:3]1[S:7][CH:6]=[C:5]([C:8]([OH:10])=[O:9])[CH:4]=1.OS(O)(=O)=O.[CH3:16]O, predict the reaction product. The product is: [CH3:16][O:9][C:8]([C:5]1[CH:4]=[C:3]([CH2:2][OH:1])[S:7][CH:6]=1)=[O:10]. (7) Given the reactants [CH2:1]([C:8]1[CH:9]=[N:10][CH:11]=[CH:12][CH:13]=1)[C:2]1[CH:7]=[CH:6][CH:5]=[CH:4][CH:3]=1, predict the reaction product. The product is: [CH2:1]([CH:8]1[CH2:13][CH2:12][CH2:11][NH:10][CH2:9]1)[C:2]1[CH:7]=[CH:6][CH:5]=[CH:4][CH:3]=1.